From a dataset of Full USPTO retrosynthesis dataset with 1.9M reactions from patents (1976-2016). Predict the reactants needed to synthesize the given product. (1) Given the product [N:1]1([C:11]([C:13]2[CH:14]=[CH:15][C:16]([C:20]([F:21])([F:22])[F:23])=[C:17]([NH:18][C:34](=[O:35])[C:33]3[CH:37]=[CH:38][CH:39]=[CH:40][C:32]=3[N+:29]([O-:31])=[O:30])[CH:19]=2)=[O:12])[C:10]2[C:5](=[CH:6][CH:7]=[CH:8][CH:9]=2)[CH2:4][CH2:3][CH2:2]1, predict the reactants needed to synthesize it. The reactants are: [N:1]1([C:11]([C:13]2[CH:14]=[CH:15][C:16]([C:20]([F:23])([F:22])[F:21])=[C:17]([CH:19]=2)[NH2:18])=[O:12])[C:10]2[C:5](=[CH:6][CH:7]=[CH:8][CH:9]=2)[CH2:4][CH2:3][CH2:2]1.C(=O)([O-])O.[Na+].[N+:29]([C:32]1[CH:40]=[CH:39][CH:38]=[CH:37][C:33]=1[C:34](Cl)=[O:35])([O-:31])=[O:30]. (2) Given the product [C:8]([C:4]1[CH:3]=[C:2]([O:1][CH2:21][C:22]([O:24][CH2:25][CH3:26])=[O:23])[CH:7]=[CH:6][CH:5]=1)(=[O:13])[CH2:9][CH2:10][CH2:11][CH3:12], predict the reactants needed to synthesize it. The reactants are: [OH:1][C:2]1[CH:3]=[C:4]([C:8](=[O:13])[CH2:9][CH2:10][CH2:11][CH3:12])[CH:5]=[CH:6][CH:7]=1.C([O-])([O-])=O.[K+].[K+].Br[CH2:21][C:22]([O:24][CH2:25][CH3:26])=[O:23].